From a dataset of Full USPTO retrosynthesis dataset with 1.9M reactions from patents (1976-2016). Predict the reactants needed to synthesize the given product. (1) Given the product [Cl:14][C:15]1[C:24]2[C:19](=[CH:20][C:21]([C:25]([O:27][CH3:28])=[O:26])=[CH:22][CH:23]=2)[C:18]([C:12]2[C:11]([F:13])=[CH:10][N:9]=[CH:8][C:7]=2[F:6])=[N:17][CH:16]=1, predict the reactants needed to synthesize it. The reactants are: C([Li])CCC.[F:6][C:7]1[CH:8]=[N:9][CH:10]=[C:11]([F:13])[CH:12]=1.[Cl:14][C:15]1[C:24]2[C:19](=[CH:20][C:21]([C:25]([O:27][CH3:28])=[O:26])=[CH:22][CH:23]=2)[C:18](OS(C(F)(F)F)(=O)=O)=[N:17][CH:16]=1. (2) The reactants are: CON(C)[C:4]([C:6]1([NH:9][C:10](=[O:16])[O:11][C:12]([CH3:15])([CH3:14])[CH3:13])[CH2:8][CH2:7]1)=[O:5].C[Si]([C:22]#[CH:23])(C)C.[NH4+].[Cl-]. Given the product [C:4]([C:6]1([NH:9][C:10](=[O:16])[O:11][C:12]([CH3:13])([CH3:14])[CH3:15])[CH2:7][CH2:8]1)(=[O:5])[C:22]#[CH:23], predict the reactants needed to synthesize it.